This data is from Forward reaction prediction with 1.9M reactions from USPTO patents (1976-2016). The task is: Predict the product of the given reaction. (1) Given the reactants [C:1]([CH:3]1[CH2:7][S:6][CH2:5][C:4]1=[O:8])#[N:2].[H-].[Na+].Br[CH2:12][C:13]1[CH:18]=[CH:17][C:16]([CH:19]([CH3:24])[C:20]([O:22][CH3:23])=[O:21])=[CH:15][CH:14]=1, predict the reaction product. The product is: [C:1]([C:3]1([CH2:12][C:13]2[CH:14]=[CH:15][C:16]([CH:19]([CH3:24])[C:20]([O:22][CH3:23])=[O:21])=[CH:17][CH:18]=2)[C:4](=[O:8])[CH2:5][S:6][CH2:7]1)#[N:2]. (2) Given the reactants [Br:1][C:2]1[CH:10]=[C:9]2[C:5]([C:6]([NH2:11])=[N:7][NH:8]2)=[CH:4][CH:3]=1.[O:12]1[CH2:17][CH2:16][C:15](=O)[CH2:14][CH2:13]1.C([BH3-])#N.[Na+], predict the reaction product. The product is: [Br:1][C:2]1[CH:10]=[C:9]2[C:5]([C:6]([NH:11][CH:15]3[CH2:16][CH2:17][O:12][CH2:13][CH2:14]3)=[N:7][NH:8]2)=[CH:4][CH:3]=1. (3) Given the reactants Br[C:2]1[C:3]([O:17][CH2:18][CH:19]2[CH2:21][CH2:20]2)=[CH:4][C:5]([C:8]2[N:12]=[C:11]([C:13]([CH3:16])([CH3:15])[CH3:14])[O:10][N:9]=2)=[N:6][CH:7]=1.[CH3:22][SH:23].[Na], predict the reaction product. The product is: [C:13]([C:11]1[O:10][N:9]=[C:8]([C:5]2[CH:4]=[C:3]([O:17][CH2:18][CH:19]3[CH2:21][CH2:20]3)[C:2]([S:23][CH3:22])=[CH:7][N:6]=2)[N:12]=1)([CH3:16])([CH3:15])[CH3:14]. (4) Given the reactants [I:1][C:2]1[CH:8]=[CH:7][C:5]([NH2:6])=[CH:4][CH:3]=1.C(=O)([O-])[O-].[Na+].[Na+].Cl[C:16]([O:18][CH2:19][C:20]1[CH:25]=[CH:24][CH:23]=[CH:22][CH:21]=1)=[O:17], predict the reaction product. The product is: [C:20]1([CH2:19][O:18][C:16](=[O:17])[NH:6][C:5]2[CH:7]=[CH:8][C:2]([I:1])=[CH:3][CH:4]=2)[CH:25]=[CH:24][CH:23]=[CH:22][CH:21]=1. (5) Given the reactants I.[Cl:2][C:3]1[N:4]=[CH:5][N:6]([C:8]2[CH:13]=[CH:12][C:11]([NH:14][C:15](SC)=[NH:16])=[CH:10][C:9]=2[O:19][CH3:20])[CH:7]=1.[Cl:21][CH2:22][CH2:23][CH2:24][CH2:25][CH:26]([C:30]1[CH:35]=[CH:34][C:33]([O:36][CH:37]([CH3:39])[CH3:38])=[CH:32][CH:31]=1)[C:27](O)=O.CN1CCOCC1.C(N(CC)C(C)C)(C)C.[NH2:56][NH2:57], predict the reaction product. The product is: [Cl:21][CH2:22][CH2:23][CH2:24][CH2:25][CH:26]([C:27]1[NH:57][N:56]=[C:15]([NH:14][C:11]2[CH:12]=[CH:13][C:8]([N:6]3[CH:7]=[C:3]([Cl:2])[N:4]=[CH:5]3)=[C:9]([O:19][CH3:20])[CH:10]=2)[N:16]=1)[C:30]1[CH:35]=[CH:34][C:33]([O:36][CH:37]([CH3:39])[CH3:38])=[CH:32][CH:31]=1. (6) Given the reactants [Cl:1][C:2]1[CH:7]=[CH:6][C:5]([C:8]2[CH:13]=[C:12]([C:14]([F:17])([F:16])[F:15])[NH:11][C:10](=O)[CH:9]=2)=[CH:4][CH:3]=1.P(Cl)(Cl)([Cl:21])=O, predict the reaction product. The product is: [Cl:21][C:10]1[CH:9]=[C:8]([C:5]2[CH:6]=[CH:7][C:2]([Cl:1])=[CH:3][CH:4]=2)[CH:13]=[C:12]([C:14]([F:17])([F:16])[F:15])[N:11]=1. (7) Given the reactants Br[C:2]1[CH:15]=[CH:14][C:13]2[C:4](=[C:5]([O:16][C@H:17]3[CH2:21][N:20]([C:22]([O:24][C:25]([CH3:28])([CH3:27])[CH3:26])=[O:23])[C@H:19]([C:29]([O:31][CH3:32])=[O:30])[CH2:18]3)[N:6]=[C:7]3[C:12]=2[CH:11]=[CH:10][CH:9]=[CH:8]3)[CH:3]=1.[CH:33]([Sn](CCCC)(CCCC)CCCC)=[CH2:34], predict the reaction product. The product is: [CH:33]([C:2]1[CH:15]=[CH:14][C:13]2[C:4](=[C:5]([O:16][C@H:17]3[CH2:21][N:20]([C:22]([O:24][C:25]([CH3:26])([CH3:28])[CH3:27])=[O:23])[C@H:19]([C:29]([O:31][CH3:32])=[O:30])[CH2:18]3)[N:6]=[C:7]3[C:12]=2[CH:11]=[CH:10][CH:9]=[CH:8]3)[CH:3]=1)=[CH2:34]. (8) Given the reactants [O:1]1[C:10]2[CH:9]=[C:8]([CH2:11][NH:12][C@H:13]3[CH2:18][N:17](C(OC(C)(C)C)=O)[C@H:16]([C:26]([NH:28][C:29]4[C:38]5[C:33](=[CH:34][CH:35]=[C:36]([O:39][CH3:40])[N:37]=5)[N:32]=[CH:31][CH:30]=4)=[O:27])[CH2:15][CH2:14]3)[N:7]=[CH:6][C:5]=2[O:4][CH2:3][CH2:2]1.FC(F)(F)C(O)=O, predict the reaction product. The product is: [O:1]1[C:10]2[CH:9]=[C:8]([CH2:11][NH:12][C@H:13]3[CH2:18][NH:17][C@H:16]([C:26]([NH:28][C:29]4[C:38]5[C:33](=[CH:34][CH:35]=[C:36]([O:39][CH3:40])[N:37]=5)[N:32]=[CH:31][CH:30]=4)=[O:27])[CH2:15][CH2:14]3)[N:7]=[CH:6][C:5]=2[O:4][CH2:3][CH2:2]1. (9) Given the reactants [C:1]([CH2:4][CH2:5][C:6]1[C:11]([C:12](O)=[O:13])=[C:10]([OH:15])[C:9]([CH3:16])=[N:8][CH:7]=1)([OH:3])=[O:2].Cl, predict the reaction product. The product is: [OH:15][C:10]1[C:11]([CH2:12][OH:13])=[C:6]([CH:5]=[CH:4][C:1]([OH:3])=[O:2])[CH:7]=[N:8][C:9]=1[CH3:16].